From a dataset of Reaction yield outcomes from USPTO patents with 853,638 reactions. Predict the reaction yield, written as a fraction of the theoretical maximum amount of product (1.0 means a 100% yield; for example, 0.34 means a 34% yield). (1) The reactants are [Cl:1][C:2]1[C:3]([S:32]([OH:35])(=[O:34])=O)=[N:4][CH:5]=[C:6]([C:17]([N:19]2[CH2:24][CH2:23][CH:22]([C:25]3[CH:30]=[CH:29][C:28]([F:31])=[CH:27][CH:26]=3)[CH2:21][CH2:20]2)=[O:18])[C:7]=1[NH:8][C:9]1[CH:14]=[CH:13][C:12]([F:15])=[CH:11][C:10]=1[CH3:16].[C:36]([C:40]1[O:44][N:43]=[C:42]([NH2:45])[CH:41]=1)([CH3:39])([CH3:38])[CH3:37]. No catalyst specified. The product is [C:36]([C:40]1[O:44][N:43]=[C:42]([NH:45][S:32]([C:3]2[C:2]([Cl:1])=[C:7]([NH:8][C:9]3[CH:14]=[CH:13][C:12]([F:15])=[CH:11][C:10]=3[CH3:16])[C:6]([C:17]([N:19]3[CH2:24][CH2:23][CH:22]([C:25]4[CH:26]=[CH:27][C:28]([F:31])=[CH:29][CH:30]=4)[CH2:21][CH2:20]3)=[O:18])=[CH:5][N:4]=2)(=[O:35])=[O:34])[CH:41]=1)([CH3:39])([CH3:38])[CH3:37]. The yield is 0.600. (2) The reactants are C[O:2][C:3]([C:5]1[S:6][C:7]([C:14]2[CH2:18][C:17]([C:23]3[CH:28]=[C:27]([Cl:29])[CH:26]=[C:25]([Cl:30])[CH:24]=3)([C:19]([F:22])([F:21])[F:20])[O:16][N:15]=2)=[C:8]2[CH2:13][CH2:12][CH2:11][CH2:10][C:9]=12)=[O:4].O[Li].O. The catalyst is CO.O. The product is [Cl:30][C:25]1[CH:24]=[C:23]([C:17]2([C:19]([F:20])([F:22])[F:21])[O:16][N:15]=[C:14]([C:7]3[S:6][C:5]([C:3]([OH:4])=[O:2])=[C:9]4[CH2:10][CH2:11][CH2:12][CH2:13][C:8]=34)[CH2:18]2)[CH:28]=[C:27]([Cl:29])[CH:26]=1. The yield is 0.864. (3) The reactants are Br[C:2]1[CH:3]=[N:4][C:5]([O:10][CH3:11])=[C:6]([CH:9]=1)[C:7]#[N:8].B1(B2OC(C)(C)C(C)(C)O2)OC(C)(C)C(C)(C)O1.C([O-])(=O)C.[K+].B(O)O.[Cl:38][C:39]1[N:44]=[C:43](Cl)[CH:42]=[CH:41][N:40]=1.C(=O)([O-])[O-].[Na+].[Na+]. The catalyst is O1CCOCC1.O. The product is [Cl:38][C:39]1[N:44]=[C:43]([C:2]2[CH:3]=[N:4][C:5]([O:10][CH3:11])=[C:6]([CH:9]=2)[C:7]#[N:8])[CH:42]=[CH:41][N:40]=1. The yield is 0.510. (4) The reactants are C(O[C:6]([N:8]1[CH2:13][CH2:12][C:11]([C:15]([N:17]2[CH2:26][CH2:25][C:24]3[C:19](=[CH:20][CH:21]=[C:22]([C:27]([O:29][CH3:30])=[O:28])[CH:23]=3)[CH2:18]2)=[O:16])([CH3:14])[CH2:10][CH2:9]1)=O)(C)(C)C.Cl.[CH:32](=O)C.[O-]S([O-])(=O)=O.[Mg+2].C([BH3-])#N.[Na+]. The catalyst is CO. The product is [CH2:6]([N:8]1[CH2:9][CH2:10][C:11]([C:15]([N:17]2[CH2:26][CH2:25][C:24]3[C:19](=[CH:20][CH:21]=[C:22]([C:27]([O:29][CH3:30])=[O:28])[CH:23]=3)[CH2:18]2)=[O:16])([CH3:14])[CH2:12][CH2:13]1)[CH3:32]. The yield is 0.220. (5) The reactants are [CH3:1][C:2]([CH3:7])=[CH:3][C:4](Cl)=[O:5].[Br:8][C:9]1[CH:16]=[CH:15][C:12]([NH:13][CH3:14])=[CH:11][CH:10]=1.C(N(CC)CC)C. The catalyst is ClCCl. The product is [Br:8][C:9]1[CH:16]=[CH:15][C:12]([N:13]([CH3:14])[C:4](=[O:5])[CH:3]=[C:2]([CH3:7])[CH3:1])=[CH:11][CH:10]=1. The yield is 1.00.